Dataset: Forward reaction prediction with 1.9M reactions from USPTO patents (1976-2016). Task: Predict the product of the given reaction. (1) Given the reactants [C:1]([C:4]1[CH:9]=[C:8]([Cl:10])[C:7]([NH:11][C:12]2[C:21]3[CH:20]=[CH:19][NH:18][C:17](=[O:22])[C:16]=3[C:15]3[CH:23]=[C:24]([Br:27])[CH:25]=[CH:26][C:14]=3[N:13]=2)=[C:6]([Cl:28])[CH:5]=1)(=[O:3])[CH3:2].[CH3:29][Mg]Br, predict the reaction product. The product is: [Br:27][C:24]1[CH:25]=[CH:26][C:14]2[N:13]=[C:12]([NH:11][C:7]3[C:6]([Cl:28])=[CH:5][C:4]([C:1]([OH:3])([CH3:29])[CH3:2])=[CH:9][C:8]=3[Cl:10])[C:21]3[CH:20]=[CH:19][NH:18][C:17](=[O:22])[C:16]=3[C:15]=2[CH:23]=1. (2) Given the reactants [O:1]=[C:2]1[CH:6]=[CH:5][C:4](=[O:7])[N:3]1[C:8]1[CH:15]=[CH:14][C:11]([C:12]#[N:13])=[C:10]([C:16]([F:19])([F:18])[F:17])[CH:9]=1.[CH3:20][C:21]1[O:22][C:23]([CH3:26])=[CH:24][CH:25]=1, predict the reaction product. The product is: [CH3:20][C:21]12[O:22][C:23]([CH3:26])([CH:24]=[CH:25]1)[CH:6]1[CH:5]2[C:4](=[O:7])[N:3]([C:8]2[CH:15]=[CH:14][C:11]([C:12]#[N:13])=[C:10]([C:16]([F:17])([F:19])[F:18])[CH:9]=2)[C:2]1=[O:1]. (3) Given the reactants [P:1]([F:5])([F:4])(=[O:3])[OH:2].F[P-](F)(F)(F)(F)F.[Li+:13].[Cl-].[Mg+2:15].[Cl-].C(=O)(OC)OC, predict the reaction product. The product is: [P:1]([F:5])([F:4])([O-:3])=[O:2].[Mg+2:15].[P:1]([F:5])([F:4])([O-:3])=[O:2].[P:1]([F:5])([F:4])([O-:3])=[O:2].[Li+:13]. (4) Given the reactants [N+:1]([C:4]1[CH:5]=[CH:6][C:7]2[O:11][C:10]([C:12]([OH:14])=[O:13])=[CH:9][C:8]=2[CH:15]=1)([O-])=O.C(=O)([O-])[O-].[K+].[K+].Br[CH2:23][CH2:24][CH2:25][O:26][CH3:27].O, predict the reaction product. The product is: [NH2:1][C:4]1[CH:5]=[CH:6][C:7]2[O:11][C:10]([C:12]([O:14][CH2:23][CH2:24][CH2:25][O:26][CH3:27])=[O:13])=[CH:9][C:8]=2[CH:15]=1. (5) Given the reactants [NH:1]=[C:2](OC)[CH2:3][C:4]1[CH:9]=[CH:8][N:7]=[C:6]([N:10]2[CH2:15][CH2:14][N:13]([C:16]([O:18][CH2:19][C:20]3[CH:25]=[CH:24][CH:23]=[CH:22][CH:21]=3)=[O:17])[CH2:12][CH2:11]2)[CH:5]=1.[CH3:28][NH:29][NH:30][C:31]([C:33]1[O:37][N:36]=[C:35]([C:38]2[CH:43]=[CH:42][C:41]([O:44][C:45]([F:48])([F:47])[F:46])=[CH:40][CH:39]=2)[N:34]=1)=O, predict the reaction product. The product is: [CH3:28][N:29]1[C:2]([CH2:3][C:4]2[CH:9]=[CH:8][N:7]=[C:6]([N:10]3[CH2:11][CH2:12][N:13]([C:16]([O:18][CH2:19][C:20]4[CH:21]=[CH:22][CH:23]=[CH:24][CH:25]=4)=[O:17])[CH2:14][CH2:15]3)[CH:5]=2)=[N:1][C:31]([C:33]2[O:37][N:36]=[C:35]([C:38]3[CH:39]=[CH:40][C:41]([O:44][C:45]([F:48])([F:46])[F:47])=[CH:42][CH:43]=3)[N:34]=2)=[N:30]1. (6) Given the reactants [CH2:1](N1C=CN=C1)C.[CH2:8]([N:20]1[CH:24]=[CH:23][N:22]=[CH:21]1)[CH2:9][CH2:10][CH2:11][CH2:12][CH2:13][CH2:14][CH2:15][CH2:16][CH2:17][CH2:18][CH3:19].[P:25]([O:31]C)([O:29][CH3:30])([O:27][CH3:28])=[O:26], predict the reaction product. The product is: [CH3:28][O:27][P:25]([O-:31])([O:29][CH3:30])=[O:26].[CH2:8]([N+:20]1[CH:24]=[CH:23][N:22]([CH3:1])[CH:21]=1)[CH2:9][CH2:10][CH2:11][CH2:12][CH2:13][CH2:14][CH2:15][CH2:16][CH2:17][CH2:18][CH3:19].